This data is from Reaction yield outcomes from USPTO patents with 853,638 reactions. The task is: Predict the reaction yield, written as a fraction of the theoretical maximum amount of product (1.0 means a 100% yield; for example, 0.34 means a 34% yield). (1) The reactants are FC(F)(F)C(O)=O.C[O:9][C:10](=[O:34])[C@H:11]([CH2:20][C:21]1[CH:26]=[C:25]([I:27])[C:24]([O:28][CH2:29][CH2:30][CH2:31][Br:32])=[C:23]([I:33])[CH:22]=1)[NH:12]C(OC(C)(C)C)=O.O.[OH-].[Li+].Cl. The catalyst is O1CCCC1.O. The product is [Br:32][CH2:31][CH2:30][CH2:29][O:28][C:24]1[C:23]([I:33])=[CH:22][C:21]([CH2:20][C@@H:11]([C:10]([OH:34])=[O:9])[NH2:12])=[CH:26][C:25]=1[I:27]. The yield is 0.710. (2) The yield is 0.840. The reactants are [Li]CCCC.Br[C:7]1[CH:12]=[CH:11][C:10]([C:13]2[CH:18]=[CH:17][C:16]([Si:19]([CH3:22])([CH3:21])[CH3:20])=[C:15]([F:23])[C:14]=2[F:24])=[C:9]([F:25])[CH:8]=1.[I:26]CCI.O. The catalyst is C1COCC1.C(OC)(C)(C)C. The product is [CH3:20][Si:19]([CH3:22])([CH3:21])[C:16]1[CH:17]=[CH:18][C:13]([C:10]2[CH:11]=[CH:12][C:7]([I:26])=[CH:8][C:9]=2[F:25])=[C:14]([F:24])[C:15]=1[F:23]. (3) The reactants are [F:1][C:2]1[CH:3]=[CH:4][C:5]2[S:9][C:8]([SH:10])=[N:7][C:6]=2[CH:11]=1.[H-].[Na+].I[CH3:15]. The catalyst is C1COCC1.C(OCC)(=O)C. The product is [F:1][C:2]1[CH:3]=[CH:4][C:5]2[S:9][C:8]([S:10][CH3:15])=[N:7][C:6]=2[CH:11]=1. The yield is 1.10. (4) The reactants are C([NH:18][C@H:19]([C:32]([OH:34])=O)[CH2:20][C:21]1[CH:26]=[CH:25][C:24]([O:27][C:28]([CH3:31])([CH3:30])[CH3:29])=[CH:23][CH:22]=1)(OCC1C2C(=CC=CC=2)C2C1=CC=CC=2)=O.[NH4+].C(OC(OC(OC(C)(C)C)=O)=O)(C)(C)C.[N:51]1C=CC=CC=1. The catalyst is O1CCOCC1.C(OCC)(=O)C.ClCCl.C(NCC)C. The product is [C:28]([O:27][C:24]1[CH:25]=[CH:26][C:21]([CH2:20][C@@H:19]([C:32]([NH2:51])=[O:34])[NH2:18])=[CH:22][CH:23]=1)([CH3:31])([CH3:30])[CH3:29]. The yield is 0.810. (5) The reactants are [Cl:1][C:2]1[CH:7]=[CH:6][C:5]([S:8](Cl)(=[O:10])=[O:9])=[CH:4][CH:3]=1.C(N(CC)CC)C.[NH:19]1[CH2:24][CH2:23][CH:22]([CH2:25][N:26]2[C:34]3[C:29](=[CH:30][C:31]([C:35]4[CH:36]=[N:37][N:38]([CH:40]5[CH2:45][CH2:44][CH2:43][CH2:42][O:41]5)[CH:39]=4)=[CH:32][CH:33]=3)[CH:28]=[CH:27]2)[CH2:21][CH2:20]1.CO. The catalyst is ClCCl.O. The product is [Cl:1][C:2]1[CH:7]=[CH:6][C:5]([S:8]([N:19]2[CH2:24][CH2:23][CH:22]([CH2:25][N:26]3[C:34]4[C:29](=[CH:30][C:31]([C:35]5[CH:36]=[N:37][N:38]([CH:40]6[CH2:45][CH2:44][CH2:43][CH2:42][O:41]6)[CH:39]=5)=[CH:32][CH:33]=4)[CH:28]=[CH:27]3)[CH2:21][CH2:20]2)(=[O:10])=[O:9])=[CH:4][CH:3]=1. The yield is 0.720.